This data is from Peptide-MHC class I binding affinity with 185,985 pairs from IEDB/IMGT. The task is: Regression. Given a peptide amino acid sequence and an MHC pseudo amino acid sequence, predict their binding affinity value. This is MHC class I binding data. (1) The peptide sequence is FMPKDGGMM. The binding affinity (normalized) is 0.619. The MHC is HLA-A02:03 with pseudo-sequence HLA-A02:03. (2) The peptide sequence is KASMLEKYK. The MHC is HLA-A33:01 with pseudo-sequence HLA-A33:01. The binding affinity (normalized) is 0.0225. (3) The MHC is H-2-Kb with pseudo-sequence H-2-Kb. The binding affinity (normalized) is 0.693. The peptide sequence is TFDHTLMSIV. (4) The peptide sequence is RLLACLCKHK. The MHC is HLA-A68:01 with pseudo-sequence HLA-A68:01. The binding affinity (normalized) is 0.164.